Dataset: NCI-60 drug combinations with 297,098 pairs across 59 cell lines. Task: Regression. Given two drug SMILES strings and cell line genomic features, predict the synergy score measuring deviation from expected non-interaction effect. (1) Drug 1: CC1CCC2CC(C(=CC=CC=CC(CC(C(=O)C(C(C(=CC(C(=O)CC(OC(=O)C3CCCCN3C(=O)C(=O)C1(O2)O)C(C)CC4CCC(C(C4)OC)OCCO)C)C)O)OC)C)C)C)OC. Drug 2: CS(=O)(=O)CCNCC1=CC=C(O1)C2=CC3=C(C=C2)N=CN=C3NC4=CC(=C(C=C4)OCC5=CC(=CC=C5)F)Cl. Cell line: MALME-3M. Synergy scores: CSS=8.48, Synergy_ZIP=10.9, Synergy_Bliss=12.9, Synergy_Loewe=8.13, Synergy_HSA=7.66. (2) Drug 1: CC1=C2C(C(=O)C3(C(CC4C(C3C(C(C2(C)C)(CC1OC(=O)C(C(C5=CC=CC=C5)NC(=O)OC(C)(C)C)O)O)OC(=O)C6=CC=CC=C6)(CO4)OC(=O)C)OC)C)OC. Drug 2: C1=NC(=NC(=O)N1C2C(C(C(O2)CO)O)O)N. Cell line: HOP-62. Synergy scores: CSS=23.5, Synergy_ZIP=-3.15, Synergy_Bliss=-7.04, Synergy_Loewe=-19.5, Synergy_HSA=-6.87. (3) Drug 1: C1CCC(C(C1)N)N.C(=O)(C(=O)[O-])[O-].[Pt+4]. Drug 2: CC12CCC3C(C1CCC2OP(=O)(O)O)CCC4=C3C=CC(=C4)OC(=O)N(CCCl)CCCl.[Na+]. Cell line: SK-MEL-2. Synergy scores: CSS=23.6, Synergy_ZIP=-1.64, Synergy_Bliss=4.84, Synergy_Loewe=-47.0, Synergy_HSA=-2.30. (4) Drug 1: COC1=C(C=C2C(=C1)N=CN=C2NC3=CC(=C(C=C3)F)Cl)OCCCN4CCOCC4. Drug 2: COC1=CC(=CC(=C1O)OC)C2C3C(COC3=O)C(C4=CC5=C(C=C24)OCO5)OC6C(C(C7C(O6)COC(O7)C8=CC=CS8)O)O. Cell line: MALME-3M. Synergy scores: CSS=35.8, Synergy_ZIP=-12.7, Synergy_Bliss=-4.84, Synergy_Loewe=-14.6, Synergy_HSA=-2.45. (5) Drug 1: CC1OCC2C(O1)C(C(C(O2)OC3C4COC(=O)C4C(C5=CC6=C(C=C35)OCO6)C7=CC(=C(C(=C7)OC)O)OC)O)O. Synergy scores: CSS=28.9, Synergy_ZIP=-12.7, Synergy_Bliss=-3.97, Synergy_Loewe=-13.9, Synergy_HSA=-1.96. Drug 2: C1=NNC2=C1C(=O)NC=N2. Cell line: MCF7. (6) Drug 1: CC12CCC(CC1=CCC3C2CCC4(C3CC=C4C5=CN=CC=C5)C)O. Drug 2: C1=NC2=C(N1)C(=S)N=C(N2)N. Cell line: MCF7. Synergy scores: CSS=37.2, Synergy_ZIP=-2.59, Synergy_Bliss=-3.12, Synergy_Loewe=-10.4, Synergy_HSA=-1.50.